This data is from Catalyst prediction with 721,799 reactions and 888 catalyst types from USPTO. The task is: Predict which catalyst facilitates the given reaction. (1) Reactant: C([O-])(=[O:3])C.[Na+].C(=O)(O)[O-].[Na+].[C:11]([O:15][C:16]([N:18]1[CH2:23][CH2:22][N:21]([C:24]2[N:32]=[CH:31][N:30]=[C:29]3[C:25]=2[N:26]=[C:27](Cl)[N:28]3[CH3:33])[CH2:20][CH2:19]1)=[O:17])([CH3:14])([CH3:13])[CH3:12]. Product: [C:11]([O:15][C:16]([N:18]1[CH2:23][CH2:22][N:21]([C:24]2[N:32]=[CH:31][N:30]=[C:29]3[C:25]=2[NH:26][C:27](=[O:3])[N:28]3[CH3:33])[CH2:20][CH2:19]1)=[O:17])([CH3:14])([CH3:13])[CH3:12]. The catalyst class is: 16. (2) Reactant: C([O:3][C:4](=[O:47])[CH2:5][CH2:6][C:7]([N:9]([CH2:13][C@H:14]1[N:19]([C:20]([C:22]2[CH:26]=[C:25]([CH3:27])[N:24]([C:28]3[CH:33]=[CH:32][CH:31]=[CH:30][CH:29]=3)[C:23]=2[C:34]2[CH:39]=[CH:38][CH:37]=[CH:36][CH:35]=2)=[O:21])[CH2:18][CH2:17][N:16]([C:40]([O:42][C:43]([CH3:46])([CH3:45])[CH3:44])=[O:41])[CH2:15]1)[CH:10]([CH3:12])[CH3:11])=[O:8])C.[OH-].[Li+].C(O)(=O)CC(CC(O)=O)(C(O)=O)O. Product: [C:43]([O:42][C:40]([N:16]1[CH2:17][CH2:18][N:19]([C:20]([C:22]2[CH:26]=[C:25]([CH3:27])[N:24]([C:28]3[CH:33]=[CH:32][CH:31]=[CH:30][CH:29]=3)[C:23]=2[C:34]2[CH:39]=[CH:38][CH:37]=[CH:36][CH:35]=2)=[O:21])[C@H:14]([CH2:13][N:9]([CH:10]([CH3:12])[CH3:11])[C:7](=[O:8])[CH2:6][CH2:5][C:4]([OH:47])=[O:3])[CH2:15]1)=[O:41])([CH3:46])([CH3:45])[CH3:44]. The catalyst class is: 8. (3) Reactant: [Cl:1][C:2]1[CH:3]=[C:4]2[C:10]([C:11]3[N:16]=[C:15]([NH:17][C@H:18]4[CH2:23][CH2:22][CH2:21][N:20](C(OC(C)(C)C)=O)[CH2:19]4)[C:14]([F:31])=[CH:13][N:12]=3)=[CH:9][N:8]([S:32]([C:35]3[CH:40]=[CH:39][C:38]([CH3:41])=[CH:37][CH:36]=3)(=[O:34])=[O:33])[C:5]2=[N:6][CH:7]=1.FC(F)(F)C(O)=O. Product: [Cl:1][C:2]1[CH:3]=[C:4]2[C:10]([C:11]3[N:16]=[C:15]([NH:17][C@H:18]4[CH2:23][CH2:22][CH2:21][NH:20][CH2:19]4)[C:14]([F:31])=[CH:13][N:12]=3)=[CH:9][N:8]([S:32]([C:35]3[CH:40]=[CH:39][C:38]([CH3:41])=[CH:37][CH:36]=3)(=[O:34])=[O:33])[C:5]2=[N:6][CH:7]=1. The catalyst class is: 2. (4) Reactant: [Br:1][C:2]1[CH:3]=[CH:4][C:5]([OH:11])=[C:6]([C:8](=O)[CH3:9])[CH:7]=1.C(=O)([O-])[O-].[K+].[K+].Br[CH2:19][C:20]([O:22][CH3:23])=[O:21]. Product: [Br:1][C:2]1[CH:3]=[CH:4][C:5]2[O:11][C:19]([C:20]([O:22][CH3:23])=[O:21])=[C:8]([CH3:9])[C:6]=2[CH:7]=1. The catalyst class is: 9.